Dataset: Forward reaction prediction with 1.9M reactions from USPTO patents (1976-2016). Task: Predict the product of the given reaction. (1) Given the reactants [N:1]1([CH2:7][C:8]2[C:13]([C:14]3[CH:19]=[CH:18][CH:17]=[CH:16][CH:15]=3)=[CH:12][C:11]([NH2:20])=[CH:10][CH:9]=2)[CH2:6][CH2:5][O:4][CH2:3][CH2:2]1.[CH2:21]([O:23][C:24]1[CH:25]=[C:26]([C:33](=[O:39])[CH2:34][CH2:35][C:36](O)=[O:37])[CH:27]=[CH:28][C:29]=1[O:30][CH2:31][CH3:32])[CH3:22].C1C=CC2N(O)N=NC=2C=1.CCN=C=NCCCN(C)C, predict the reaction product. The product is: [CH2:21]([O:23][C:24]1[CH:25]=[C:26]([C:33](=[O:39])[CH2:34][CH2:35][C:36]([NH:20][C:11]2[CH:12]=[C:13]([C:14]3[CH:19]=[CH:18][CH:17]=[CH:16][CH:15]=3)[C:8]([CH2:7][N:1]3[CH2:6][CH2:5][O:4][CH2:3][CH2:2]3)=[CH:9][CH:10]=2)=[O:37])[CH:27]=[CH:28][C:29]=1[O:30][CH2:31][CH3:32])[CH3:22]. (2) Given the reactants [Cl:1][C:2]1[CH:7]=[CH:6][C:5]([C:8]2[N:9]([CH2:23][C@H:24]([OH:29])[C:25]([F:28])([F:27])[F:26])[C:10](=[O:22])[N:11]([CH2:13][C:14]3[N:18]=[C:17]([CH:19]([OH:21])[CH3:20])[NH:16][N:15]=3)[N:12]=2)=[CH:4][CH:3]=1.[Cl:30][C:31]1[CH:32]=[C:33](B(O)O)[CH:34]=[CH:35][CH:36]=1.B(O)O, predict the reaction product. The product is: [Cl:1][C:2]1[CH:3]=[CH:4][C:5]([C:8]2[N:9]([CH2:23][C@H:24]([OH:29])[C:25]([F:26])([F:28])[F:27])[C:10](=[O:22])[N:11]([CH2:13][C:14]3[N:18]=[C:17]([CH:19]([OH:21])[CH3:20])[N:16]([C:35]4[CH:34]=[CH:33][CH:32]=[C:31]([Cl:30])[CH:36]=4)[N:15]=3)[N:12]=2)=[CH:6][CH:7]=1. (3) Given the reactants [O-:1][CH2:2][CH3:3].[Na+].CO[C:7](=[O:18])[C:8]1[CH:13]=[CH:12][C:11](F)=[C:10]([N+:15]([O-:17])=[O:16])[CH:9]=1.[CH2:19]([OH:21])[CH3:20], predict the reaction product. The product is: [CH2:2]([O:1][C:7](=[O:18])[C:8]1[CH:13]=[CH:12][C:11]([O:21][CH2:19][CH3:20])=[C:10]([N+:15]([O-:17])=[O:16])[CH:9]=1)[CH3:3]. (4) Given the reactants [C:1]([N:4]1[C:13]2[C:8](=[CH:9][CH:10]=[CH:11][CH:12]=2)[N:7](C(OC(C)(C)C)=O)[CH2:6][C@@H:5]1[CH3:21])(=[O:3])[CH3:2].Cl, predict the reaction product. The product is: [CH3:21][C@H:5]1[CH2:6][NH:7][C:8]2[C:13](=[CH:12][CH:11]=[CH:10][CH:9]=2)[N:4]1[C:1](=[O:3])[CH3:2].